From a dataset of Retrosynthesis with 50K atom-mapped reactions and 10 reaction types from USPTO. Predict the reactants needed to synthesize the given product. (1) Given the product CCc1cc2cc(F)ccc2o1, predict the reactants needed to synthesize it. The reactants are: CC(=O)c1cc2cc(F)ccc2o1. (2) Given the product COC1CN(C(=O)c2cnn(C)c2C(=O)Nc2ccn3nc(-c4ccccc4)nc3c2)C1, predict the reactants needed to synthesize it. The reactants are: COC1CNC1.Cn1ncc(C(=O)O)c1C(=O)Nc1ccn2nc(-c3ccccc3)nc2c1. (3) Given the product COc1ccc2c(Nc3c(Cl)cncc3Cl)cc(OCCO)nc2c1OC1CCCC1, predict the reactants needed to synthesize it. The reactants are: COc1ccc2c(Nc3c(Cl)cncc3Cl)cc(Cl)nc2c1OC1CCCC1.OCCO. (4) The reactants are: CCOc1cc2ncc(C#N)c(Cl)c2cc1OCC.NCc1cccc(Br)c1. Given the product CCOc1cc2ncc(C#N)c(NCc3cccc(Br)c3)c2cc1OCC, predict the reactants needed to synthesize it. (5) Given the product NC(=O)c1cc(-c2ccoc2)cc2c(C3CCS(=O)(=O)C3)c[nH]c12, predict the reactants needed to synthesize it. The reactants are: NC(=O)c1cc(Br)cc2c(C3CCS(=O)(=O)C3)c[nH]c12.OB(O)c1ccoc1.